This data is from NCI-60 drug combinations with 297,098 pairs across 59 cell lines. The task is: Regression. Given two drug SMILES strings and cell line genomic features, predict the synergy score measuring deviation from expected non-interaction effect. (1) Drug 1: CC(C)NC(=O)C1=CC=C(C=C1)CNNC.Cl. Drug 2: C(CN)CNCCSP(=O)(O)O. Cell line: ACHN. Synergy scores: CSS=1.81, Synergy_ZIP=-1.58, Synergy_Bliss=0.193, Synergy_Loewe=0.427, Synergy_HSA=0.868. (2) Drug 1: C1=CC(=C2C(=C1NCCNCCO)C(=O)C3=C(C=CC(=C3C2=O)O)O)NCCNCCO. Drug 2: CC(CN1CC(=O)NC(=O)C1)N2CC(=O)NC(=O)C2. Cell line: EKVX. Synergy scores: CSS=30.4, Synergy_ZIP=0.393, Synergy_Bliss=2.61, Synergy_Loewe=-8.65, Synergy_HSA=5.71. (3) Drug 1: CC(C)CN1C=NC2=C1C3=CC=CC=C3N=C2N. Drug 2: CC1CCCC2(C(O2)CC(NC(=O)CC(C(C(=O)C(C1O)C)(C)C)O)C(=CC3=CSC(=N3)C)C)C. Cell line: SK-MEL-28. Synergy scores: CSS=23.3, Synergy_ZIP=0.446, Synergy_Bliss=-0.671, Synergy_Loewe=-6.48, Synergy_HSA=-0.281. (4) Drug 1: CC(C)(C#N)C1=CC(=CC(=C1)CN2C=NC=N2)C(C)(C)C#N. Drug 2: CC1CCCC2(C(O2)CC(NC(=O)CC(C(C(=O)C(C1O)C)(C)C)O)C(=CC3=CSC(=N3)C)C)C. Cell line: SF-295. Synergy scores: CSS=41.8, Synergy_ZIP=1.48, Synergy_Bliss=0.754, Synergy_Loewe=-17.0, Synergy_HSA=0.780. (5) Drug 1: CC1C(C(=O)NC(C(=O)N2CCCC2C(=O)N(CC(=O)N(C(C(=O)O1)C(C)C)C)C)C(C)C)NC(=O)C3=C4C(=C(C=C3)C)OC5=C(C(=O)C(=C(C5=N4)C(=O)NC6C(OC(=O)C(N(C(=O)CN(C(=O)C7CCCN7C(=O)C(NC6=O)C(C)C)C)C)C(C)C)C)N)C. Drug 2: CC1=CC=C(C=C1)C2=CC(=NN2C3=CC=C(C=C3)S(=O)(=O)N)C(F)(F)F. Cell line: MALME-3M. Synergy scores: CSS=15.6, Synergy_ZIP=5.31, Synergy_Bliss=14.6, Synergy_Loewe=-8.46, Synergy_HSA=1.96. (6) Cell line: SF-295. Drug 2: CC1=C(C(=O)C2=C(C1=O)N3CC4C(C3(C2COC(=O)N)OC)N4)N. Synergy scores: CSS=41.7, Synergy_ZIP=7.43, Synergy_Bliss=9.70, Synergy_Loewe=0.974, Synergy_HSA=8.72. Drug 1: CC1CCC2CC(C(=CC=CC=CC(CC(C(=O)C(C(C(=CC(C(=O)CC(OC(=O)C3CCCCN3C(=O)C(=O)C1(O2)O)C(C)CC4CCC(C(C4)OC)O)C)C)O)OC)C)C)C)OC. (7) Drug 1: CC1C(C(CC(O1)OC2CC(OC(C2O)C)OC3=CC4=CC5=C(C(=O)C(C(C5)C(C(=O)C(C(C)O)O)OC)OC6CC(C(C(O6)C)O)OC7CC(C(C(O7)C)O)OC8CC(C(C(O8)C)O)(C)O)C(=C4C(=C3C)O)O)O)O. Drug 2: C1CNP(=O)(OC1)N(CCCl)CCCl. Cell line: HCC-2998. Synergy scores: CSS=22.4, Synergy_ZIP=-1.53, Synergy_Bliss=-8.77, Synergy_Loewe=-68.5, Synergy_HSA=-8.32.